Dataset: Peptide-MHC class II binding affinity with 134,281 pairs from IEDB. Task: Regression. Given a peptide amino acid sequence and an MHC pseudo amino acid sequence, predict their binding affinity value. This is MHC class II binding data. (1) The peptide sequence is IISIVQMAPVSAMVR. The MHC is DRB1_1101 with pseudo-sequence DRB1_1101. The binding affinity (normalized) is 0.403. (2) The peptide sequence is TNDRKWCFEGPEEHE. The MHC is DRB1_0404 with pseudo-sequence DRB1_0404. The binding affinity (normalized) is 0.285. (3) The peptide sequence is RTATNIWIDHNSFSN. The MHC is DRB1_0101 with pseudo-sequence DRB1_0101. The binding affinity (normalized) is 0.212. (4) The MHC is DRB3_0301 with pseudo-sequence DRB3_0301. The binding affinity (normalized) is 0.570. The peptide sequence is LLMRRMRRPTGKVTL.